Dataset: Full USPTO retrosynthesis dataset with 1.9M reactions from patents (1976-2016). Task: Predict the reactants needed to synthesize the given product. (1) Given the product [C:8]([O:11][CH2:12][C:13]1[C:18]([CH2:22][CH3:23])=[CH:17][CH:16]=[CH:15][C:14]=1[CH2:5][CH3:7])(=[O:10])[CH3:9], predict the reactants needed to synthesize it. The reactants are: C(=O)=O.C[C:5]([CH3:7])=O.[C:8]([O:11][CH2:12][C:13]1[C:18](Br)=[CH:17][CH:16]=[CH:15][C:14]=1Br)(=[O:10])[CH3:9].[Zn](CC)[CH2:22][CH3:23].Cl. (2) Given the product [CH3:3][O:4][C:5]1[N:10]2[N:11]=[C:12]([CH2:14][O:15][CH:16]3[CH2:21][CH2:20][CH2:19][CH2:18][O:17]3)[CH:13]=[C:9]2[C:8]([C:22]([OH:1])=[O:23])=[CH:7][CH:6]=1, predict the reactants needed to synthesize it. The reactants are: [OH-:1].[Na+].[CH3:3][O:4][C:5]1[N:10]2[N:11]=[C:12]([CH2:14][O:15][CH:16]3[CH2:21][CH2:20][CH2:19][CH2:18][O:17]3)[CH:13]=[C:9]2[C:8]([CH:22]=[O:23])=[CH:7][CH:6]=1. (3) Given the product [Cl:1][C:2]1[CH:3]=[C:4]([CH:7]=[C:8]([O:10][C:11]2[C:16](=[O:17])[N:15]([CH2:18][C:19]3[CH:24]=[C:23]([CH:25]([F:39])[CH3:26])[C:22](=[O:28])[NH:21][N:20]=3)[CH:14]=[N:13][C:12]=2[C:29]([F:31])([F:30])[F:32])[CH:9]=1)[C:5]#[N:6], predict the reactants needed to synthesize it. The reactants are: [Cl:1][C:2]1[CH:3]=[C:4]([CH:7]=[C:8]([O:10][C:11]2[C:16](=[O:17])[N:15]([CH2:18][C:19]3[CH:24]=[C:23]([CH:25](O)[CH3:26])[C:22](=[O:28])[NH:21][N:20]=3)[CH:14]=[N:13][C:12]=2[C:29]([F:32])([F:31])[F:30])[CH:9]=1)[C:5]#[N:6].CCN(S(F)(F)[F:39])CC.